Task: Regression. Given a peptide amino acid sequence and an MHC pseudo amino acid sequence, predict their binding affinity value. This is MHC class II binding data.. Dataset: Peptide-MHC class II binding affinity with 134,281 pairs from IEDB (1) The peptide sequence is AAATAGTEVYGAFAA. The MHC is HLA-DQA10401-DQB10402 with pseudo-sequence HLA-DQA10401-DQB10402. The binding affinity (normalized) is 0.554. (2) The peptide sequence is KTDCTKEVEEAWASA. The MHC is DRB1_1302 with pseudo-sequence DRB1_1302. The binding affinity (normalized) is 0.0673.